From a dataset of Forward reaction prediction with 1.9M reactions from USPTO patents (1976-2016). Predict the product of the given reaction. (1) Given the reactants [CH3:1][C:2]1[CH:22]=[CH:21][C:5]([C:6]([NH:8][C:9]2([C:18]([OH:20])=[O:19])[CH2:17][C:16]3[C:11](=[CH:12][CH:13]=[CH:14][CH:15]=3)[CH2:10]2)=[O:7])=[C:4]([CH:23]=[C:24]([CH3:26])[CH3:25])[CH:3]=1, predict the reaction product. The product is: [CH2:23]([C:4]1[CH:3]=[C:2]([CH3:1])[CH:22]=[CH:21][C:5]=1[C:6]([NH:8][C:9]1([C:18]([OH:20])=[O:19])[CH2:10][C:11]2[C:16](=[CH:15][CH:14]=[CH:13][CH:12]=2)[CH2:17]1)=[O:7])[CH:24]([CH3:26])[CH3:25]. (2) Given the reactants C(OC([N:8]1[CH2:13][CH2:12][N:11]([S:14]([C:17]2[NH:18][C:19]3[C:24]([CH:25]=2)=[CH:23][C:22]([Cl:26])=[CH:21][CH:20]=3)(=[O:16])=[O:15])[CH2:10][CH:9]1[CH2:27][C:28](=[O:34])[NH:29][S:30]([CH3:33])(=[O:32])=[O:31])=O)(C)(C)C.[C:35](=O)(O)[O-].[Na+].CI.[F:42][C:43]([F:48])([F:47])[C:44]([OH:46])=[O:45], predict the reaction product. The product is: [F:42][C:43]([F:48])([F:47])[C:44]([OH:46])=[O:45].[Cl:26][C:22]1[CH:23]=[C:24]2[C:19](=[CH:20][CH:21]=1)[NH:18][C:17]([S:14]([N:11]1[CH2:12][CH2:13][NH:8][CH:9]([CH2:27][C:28](=[O:34])[N:29]([CH3:35])[S:30]([CH3:33])(=[O:32])=[O:31])[CH2:10]1)(=[O:15])=[O:16])=[CH:25]2. (3) Given the reactants C([O:4][C@@H:5]([C:29]1[CH:34]=[CH:33][C:32]([C:35]([CH3:38])([CH3:37])[CH3:36])=[CH:31][CH:30]=1)[CH2:6][CH2:7][CH2:8][N:9]1[CH2:14][CH2:13][CH:12]([C:15]([OH:28])([C:22]2[CH:27]=[CH:26][CH:25]=[CH:24][CH:23]=2)[C:16]2[CH:21]=[CH:20][CH:19]=[CH:18][CH:17]=2)[CH2:11][CH2:10]1)(=O)C.[H-].[Al+3].[Li+].[H-].[H-].[H-], predict the reaction product. The product is: [C:35]([C:32]1[CH:31]=[CH:30][C:29]([C@H:5]([OH:4])[CH2:6][CH2:7][CH2:8][N:9]2[CH2:14][CH2:13][CH:12]([C:15]([OH:28])([C:22]3[CH:27]=[CH:26][CH:25]=[CH:24][CH:23]=3)[C:16]3[CH:17]=[CH:18][CH:19]=[CH:20][CH:21]=3)[CH2:11][CH2:10]2)=[CH:34][CH:33]=1)([CH3:38])([CH3:36])[CH3:37]. (4) Given the reactants [NH:1]1[C:9]2[C:4](=[CH:5][C:6]([CH:10]=[O:11])=[CH:7][CH:8]=2)[CH:3]=[N:2]1.[Br:12][C:13]1[CH:18]=[C:17]([C:19]([F:22])([F:21])[F:20])[CH:16]=[CH:15][C:14]=1[CH2:23]Br, predict the reaction product. The product is: [Br:12][C:13]1[CH:18]=[C:17]([C:19]([F:20])([F:21])[F:22])[CH:16]=[CH:15][C:14]=1[CH2:23][N:1]1[C:9]2[C:4](=[CH:5][C:6]([CH:10]=[O:11])=[CH:7][CH:8]=2)[CH:3]=[N:2]1. (5) Given the reactants C([O-])([O-])=O.[K+].[K+].[C:7]1([S:13]([CH2:16][CH2:17][SH:18])(=[O:15])=[O:14])[CH:12]=[CH:11][CH:10]=[CH:9][CH:8]=1.Cl[C:20]1[C:29]([C:30]([OH:32])=[O:31])=[CH:28][C:27]2[C:22](=[CH:23][CH:24]=[C:25]([C:33]([F:36])([F:35])[F:34])[CH:26]=2)[N:21]=1, predict the reaction product. The product is: [C:7]1([S:13]([CH2:16][CH2:17][S:18][C:20]2[C:29]([C:30]([OH:32])=[O:31])=[CH:28][C:27]3[C:22](=[CH:23][CH:24]=[C:25]([C:33]([F:34])([F:36])[F:35])[CH:26]=3)[N:21]=2)(=[O:15])=[O:14])[CH:8]=[CH:9][CH:10]=[CH:11][CH:12]=1. (6) The product is: [NH:25]1[C:29]2[CH:30]=[CH:31][CH:32]=[CH:33][C:28]=2[N:27]=[C:26]1[C@H:34]([NH:43][C:11]([NH:3][C@H:4]1[CH2:9][CH2:8][C@H:7]([OH:10])[CH2:6][CH2:5]1)=[O:12])[CH2:35][C:36]1[CH:41]=[CH:40][C:39]([Br:42])=[CH:38][CH:37]=1. Given the reactants N#N.[NH2:3][C@H:4]1[CH2:9][CH2:8][C@H:7]([OH:10])[CH2:6][CH2:5]1.[C:11](N1C=CN=C1)(N1C=CN=C1)=[O:12].Cl.Cl.[NH:25]1[C:29]2[CH:30]=[CH:31][CH:32]=[CH:33][C:28]=2[N:27]=[C:26]1[C@H:34]([NH2:43])[CH2:35][C:36]1[CH:41]=[CH:40][C:39]([Br:42])=[CH:38][CH:37]=1, predict the reaction product. (7) Given the reactants COP([CH2:7][C:8]([O:10][C:11]([CH3:14])([CH3:13])[CH3:12])=[O:9])(OC)=O.[H-].[Na+].O=[C:18]1[CH2:23][CH2:22][CH2:21][N:20]([C:24]([O:26][C:27]([CH3:30])([CH3:29])[CH3:28])=[O:25])[CH2:19]1, predict the reaction product. The product is: [C:11]([O:10][C:8](=[O:9])/[CH:7]=[C:22]1/[CH2:21][N:20]([C:24]([O:26][C:27]([CH3:30])([CH3:29])[CH3:28])=[O:25])[CH2:19][CH2:18][CH2:23]/1)([CH3:12])([CH3:13])[CH3:14].[C:11]([O:10][C:8](=[O:9])/[CH:7]=[C:22]1\[CH2:21][N:20]([C:24]([O:26][C:27]([CH3:30])([CH3:29])[CH3:28])=[O:25])[CH2:19][CH2:18][CH2:23]\1)([CH3:12])([CH3:13])[CH3:14]. (8) The product is: [CH2:26]([C:28]1[CH:34]=[CH:33][C:31]([N:32]2[CH2:13][CH2:12][C:6]3([CH2:7][CH2:8][N:9]([S:20]([CH2:19][CH2:18][C:17]([F:25])([F:24])[F:16])(=[O:22])=[O:21])[CH2:10][CH2:11]3)[C:4]2=[O:5])=[CH:30][CH:29]=1)[CH3:27]. Given the reactants C(O[C:4]([C:6]1([CH2:12][CH2:13]OC)[CH2:11][CH2:10][NH:9][CH2:8][CH2:7]1)=[O:5])C.[F:16][C:17]([F:25])([F:24])[CH2:18][CH2:19][S:20](Cl)(=[O:22])=[O:21].[CH2:26]([C:28]1[CH:34]=[CH:33][C:31]([NH2:32])=[CH:30][CH:29]=1)[CH3:27], predict the reaction product.